Dataset: Reaction yield outcomes from USPTO patents with 853,638 reactions. Task: Predict the reaction yield, written as a fraction of the theoretical maximum amount of product (1.0 means a 100% yield; for example, 0.34 means a 34% yield). The reactants are C[O:2][C:3]([C:5]1[CH:21]=[CH:20][C:8]2[C:9]([CH2:13][C:14]3[CH:19]=[CH:18][CH:17]=[CH:16][CH:15]=3)([CH3:12])[CH2:10][O:11][C:7]=2[CH:6]=1)=[O:4].[OH-].[Na+].C(O)C.Cl. The catalyst is O1CCCC1.O. The product is [CH2:13]([C:9]1([CH3:12])[C:8]2[CH:20]=[CH:21][C:5]([C:3]([OH:4])=[O:2])=[CH:6][C:7]=2[O:11][CH2:10]1)[C:14]1[CH:19]=[CH:18][CH:17]=[CH:16][CH:15]=1. The yield is 1.00.